Dataset: Full USPTO retrosynthesis dataset with 1.9M reactions from patents (1976-2016). Task: Predict the reactants needed to synthesize the given product. (1) Given the product [Cl:1][C:2]1[CH:3]=[C:4]([CH:13]=[C:14]([N+:16]([O-:18])=[O:17])[CH:15]=1)[N:5]([C:6]1[CH:11]=[CH:10][C:9]([Cl:12])=[CH:8][CH:7]=1)[CH3:21], predict the reactants needed to synthesize it. The reactants are: [Cl:1][C:2]1[CH:3]=[C:4]([CH:13]=[C:14]([N+:16]([O-:18])=[O:17])[CH:15]=1)[NH:5][C:6]1[CH:11]=[CH:10][C:9]([Cl:12])=[CH:8][CH:7]=1.[H-].[Na+].[CH3:21]I. (2) Given the product [Br:1][C:2]1[CH:3]=[C:4]2[C:5]([C:8]([CH2:9][CH3:10])=[N:13][NH:14]2)=[CH:6][CH:7]=1, predict the reactants needed to synthesize it. The reactants are: [Br:1][C:2]1[CH:7]=[CH:6][C:5]([C:8](=O)[CH2:9][CH3:10])=[C:4](F)[CH:3]=1.[NH2:13][NH2:14]. (3) The reactants are: Br[C:2]1[C:14](=[O:15])[N:13]([CH:16]2[CH2:20][CH2:19][CH2:18][CH2:17]2)[C:5]2[N:6]=[C:7]([S:11][CH3:12])[N:8]=[C:9]([CH3:10])[C:4]=2[CH:3]=1.[CH3:21][O:22][CH2:23][O:24][CH2:25][CH2:26][N:27]1[CH:31]=[C:30](B2OC(C)(C)C(C)(C)O2)[CH:29]=[N:28]1.C(=O)([O-])[O-].[K+].[K+]. Given the product [CH:16]1([N:13]2[C:5]3[N:6]=[C:7]([S:11][CH3:12])[N:8]=[C:9]([CH3:10])[C:4]=3[CH:3]=[C:2]([C:30]3[CH:29]=[N:28][N:27]([CH2:26][CH2:25][O:24][CH2:23][O:22][CH3:21])[CH:31]=3)[C:14]2=[O:15])[CH2:20][CH2:19][CH2:18][CH2:17]1, predict the reactants needed to synthesize it.